This data is from Full USPTO retrosynthesis dataset with 1.9M reactions from patents (1976-2016). The task is: Predict the reactants needed to synthesize the given product. (1) Given the product [Cl:20][C:17]1[CH:18]=[CH:19][C:14]([CH:7]([NH:6][C:4]([CH2:3][NH:2][C:25](=[O:26])[C:24]2[CH:28]=[CH:29][CH:30]=[C:22]([F:21])[CH:23]=2)=[O:5])[C:8]2[CH:13]=[CH:12][CH:11]=[CH:10][CH:9]=2)=[CH:15][CH:16]=1, predict the reactants needed to synthesize it. The reactants are: Cl.[NH2:2][CH2:3][C:4]([NH:6][CH:7]([C:14]1[CH:19]=[CH:18][C:17]([Cl:20])=[CH:16][CH:15]=1)[C:8]1[CH:13]=[CH:12][CH:11]=[CH:10][CH:9]=1)=[O:5].[F:21][C:22]1[CH:23]=[C:24]([CH:28]=[CH:29][CH:30]=1)[C:25](O)=[O:26]. (2) Given the product [OH:21][C:19]1[CH:20]=[C:11]([C:9]2[N:8]=[CH:7][N:6]([S:3]([N:2]([CH3:39])[CH3:1])(=[O:4])=[O:5])[CH:10]=2)[CH:12]=[C:13]2[C:18]=1[N:17]=[CH:16][NH:15][C:14]2=[O:38], predict the reactants needed to synthesize it. The reactants are: [CH3:1][N:2]([CH3:39])[S:3]([N:6]1[CH:10]=[C:9]([C:11]2[CH:12]=[C:13]3[C:18](=[C:19]([O:21]COCC[Si](C)(C)C)[CH:20]=2)[N:17]=[CH:16][N:15](COCC[Si](C)(C)C)[C:14]3=[O:38])[N:8]=[CH:7]1)(=[O:5])=[O:4].